Dataset: Forward reaction prediction with 1.9M reactions from USPTO patents (1976-2016). Task: Predict the product of the given reaction. Given the reactants [Cl-].[Al+3].[Cl-].[Cl-].C(=O)([O-])[O-].[K+].[K+].[Cl:11]C(OCC)=O.C(OC([N:22]1[CH2:27][CH2:26][CH:25]([C:28]2[C:40]3[C:39]4[CH:38]=[CH:37][CH:36]=[CH:35][C:34]=4[C:33](=[O:41])[NH:32][C:31]=3[N:30]([CH3:42])[N:29]=2)[CH2:24][CH2:23]1)=O)C.C(OC(N1C2N(C)N=C(C3CCN(C(OCC)=O)CC3)C=2C2C=CC=CC=2C1=O)=O)C.Cl, predict the reaction product. The product is: [ClH:11].[NH:22]1[CH2:23][CH2:24][CH:25]([C:28]2[C:40]3[C:39]4[CH:38]=[CH:37][CH:36]=[CH:35][C:34]=4[C:33](=[O:41])[NH:32][C:31]=3[N:30]([CH3:42])[N:29]=2)[CH2:26][CH2:27]1.